This data is from Forward reaction prediction with 1.9M reactions from USPTO patents (1976-2016). The task is: Predict the product of the given reaction. (1) The product is: [S:1]1[C:5]2[CH:6]=[CH:7][CH:8]=[CH:9][C:4]=2[CH:3]=[C:2]1[C:10]([NH:12][C@H:13]([C:18]([NH:20][CH2:21][CH2:22][CH2:23][C@H:24]([C:37]([OH:39])=[O:38])[NH:25][S:26]([C:29]1[CH:34]=[CH:33][C:32]([F:35])=[CH:31][C:30]=1[Cl:36])(=[O:28])=[O:27])=[O:19])[CH2:14][CH:15]([CH3:17])[CH3:16])=[O:11]. Given the reactants [S:1]1[C:5]2[CH:6]=[CH:7][CH:8]=[CH:9][C:4]=2[CH:3]=[C:2]1[C:10]([NH:12][C@H:13]([C:18]([NH:20][CH2:21][CH2:22][CH2:23][C@H:24]([C:37]([O:39]C)=[O:38])[NH:25][S:26]([C:29]1[CH:34]=[CH:33][C:32]([F:35])=[CH:31][C:30]=1[Cl:36])(=[O:28])=[O:27])=[O:19])[CH2:14][CH:15]([CH3:17])[CH3:16])=[O:11].C([O-])([O-])=O.[K+].[K+], predict the reaction product. (2) Given the reactants Cl[C:2]1[CH:7]=[C:6]([O:8][C:9]2[C:14]([F:15])=[CH:13][C:12]([NH:16][C:17](=[O:26])[O:18][CH2:19][C:20]3[CH:25]=[CH:24][CH:23]=[CH:22][CH:21]=3)=[C:11]([F:27])[CH:10]=2)[N:5]=[CH:4][N:3]=1.[NH3:28].C(O)(C)C, predict the reaction product. The product is: [CH2:19]([O:18][C:17](=[O:26])[NH:16][C:12]1[CH:13]=[C:14]([F:15])[C:9]([O:8][C:6]2[N:5]=[CH:4][N:3]=[C:2]([NH2:28])[CH:7]=2)=[CH:10][C:11]=1[F:27])[C:20]1[CH:25]=[CH:24][CH:23]=[CH:22][CH:21]=1. (3) Given the reactants [NH:1]1[C:9]2[C:4](=[CH:5][CH:6]=[CH:7][CH:8]=2)[C@@:3]2([C:21]3[C:12](=[CH:13][C:14]4[O:19][CH2:18][CH2:17][O:16][C:15]=4[CH:20]=3)[O:11][CH2:10]2)[C:2]1=[O:22].C(=O)([O-])[O-].[Cs+].[Cs+].Cl.Cl[CH2:31][C:32]1[CH:33]=[N:34][CH:35]=[C:36]([F:38])[CH:37]=1.[I-].[K+], predict the reaction product. The product is: [F:38][C:36]1[CH:37]=[C:32]([CH2:31][N:1]2[C:9]3[C:4](=[CH:5][CH:6]=[CH:7][CH:8]=3)[C@@:3]3([C:21]4[C:12](=[CH:13][C:14]5[O:19][CH2:18][CH2:17][O:16][C:15]=5[CH:20]=4)[O:11][CH2:10]3)[C:2]2=[O:22])[CH:33]=[N:34][CH:35]=1. (4) Given the reactants [CH2:1]([N:3]1[CH:8]2[CH2:9][CH2:10][CH:4]1[CH2:5][CH:6]([C:11]1[N:16]3[N:17]=[C:18]([C:28]4[CH:33]=[CH:32][N:31]=[CH:30][CH:29]=4)[C:19]([C:20]4[CH:25]=[CH:24][N:23]=[C:22]([O:26]C)[CH:21]=4)=[C:15]3[N:14]=[CH:13][CH:12]=1)[CH2:7]2)[CH3:2].Cl.N1C=CC=CC=1, predict the reaction product. The product is: [CH2:1]([N:3]1[CH:4]2[CH2:10][CH2:9][CH:8]1[CH2:7][CH:6]([C:11]1[N:16]3[N:17]=[C:18]([C:28]4[CH:29]=[CH:30][N:31]=[CH:32][CH:33]=4)[C:19]([C:20]4[CH:25]=[CH:24][N:23]=[C:22]([OH:26])[CH:21]=4)=[C:15]3[N:14]=[CH:13][CH:12]=1)[CH2:5]2)[CH3:2].